This data is from Full USPTO retrosynthesis dataset with 1.9M reactions from patents (1976-2016). The task is: Predict the reactants needed to synthesize the given product. (1) Given the product [Cl:1][C:2]1[C:3]([CH3:18])=[C:4]([NH:10][C@H:11]([C@H:15]([OH:17])[CH3:16])[C:12]([NH:25][NH:24][C:22](=[O:23])[C:21]2[CH:26]=[CH:27][C:28]([F:30])=[CH:29][C:20]=2[F:19])=[O:14])[CH:5]=[CH:6][C:7]=1[C:8]#[N:9], predict the reactants needed to synthesize it. The reactants are: [Cl:1][C:2]1[C:3]([CH3:18])=[C:4]([NH:10][C@H:11]([C@H:15]([OH:17])[CH3:16])[C:12]([OH:14])=O)[CH:5]=[CH:6][C:7]=1[C:8]#[N:9].[F:19][C:20]1[CH:29]=[C:28]([F:30])[CH:27]=[CH:26][C:21]=1[C:22]([NH:24][NH2:25])=[O:23].ClC1C(CC)=C(N[C@H]([C@@H](O)C)C(NNC(=O)C2C=CC=CC=2)=O)C=CC=1C#N. (2) Given the product [F:1][C:2]1[CH:7]=[CH:6][C:5]([C:18]2[N:23]=[C:22]([C:24]3[N:25]=[N:26][C:27]4[CH2:33][CH2:32][CH2:31][CH2:30][C:28]=4[N:29]=3)[CH:21]=[CH:20][C:19]=2[CH3:34])=[CH:4][CH:3]=1, predict the reactants needed to synthesize it. The reactants are: [F:1][C:2]1[CH:7]=[CH:6][C:5](B(O)O)=[CH:4][CH:3]=1.C(=O)([O-])[O-].[Na+].[Na+].Br[C:18]1[N:23]=[C:22]([C:24]2[N:25]=[N:26][C:27]3[CH2:33][CH2:32][CH2:31][CH2:30][C:28]=3[N:29]=2)[CH:21]=[CH:20][C:19]=1[CH3:34]. (3) Given the product [C:1]([C:3]1[C:12]([O:13][CH3:14])=[CH:11][C:6]([C:7]([NH:9][CH3:10])=[O:8])=[CH:5][C:4]=1[CH2:15][CH2:16][C:17]1[CH:22]=[N:21][C:20]([NH:23][C:24]2[CH:25]=[N:26][N:27]([CH2:29][CH3:30])[CH:28]=2)=[N:19][CH:18]=1)#[N:2], predict the reactants needed to synthesize it. The reactants are: [C:1]([C:3]1[C:12]([O:13][CH3:14])=[CH:11][C:6]([C:7]([NH:9][CH3:10])=[O:8])=[CH:5][C:4]=1/[CH:15]=[CH:16]/[C:17]1[CH:18]=[N:19][C:20]([NH:23][C:24]2[CH:25]=[N:26][N:27]([CH2:29][CH3:30])[CH:28]=2)=[N:21][CH:22]=1)#[N:2]. (4) Given the product [F:27][C:21]1[CH:22]=[C:23]([F:26])[CH:24]=[CH:25][C:20]=1[N:16]1[C:15]([C:9]2[S:8][C:7]3[C:6]4[N:28]=[C:2]([NH:36][CH2:35][CH:33]5[CH2:32][O:31][C:30]([CH3:37])([CH3:29])[O:34]5)[CH:3]=[CH:4][C:5]=4[O:14][CH2:13][CH2:12][C:11]=3[CH:10]=2)=[N:19][CH:18]=[N:17]1, predict the reactants needed to synthesize it. The reactants are: Cl[C:2]1[CH:3]=[CH:4][C:5]2[O:14][CH2:13][CH2:12][C:11]3[CH:10]=[C:9]([C:15]4[N:16]([C:20]5[CH:25]=[CH:24][C:23]([F:26])=[CH:22][C:21]=5[F:27])[N:17]=[CH:18][N:19]=4)[S:8][C:7]=3[C:6]=2[N:28]=1.[CH3:29][C:30]1([CH3:37])[O:34][CH:33]([CH2:35][NH2:36])[CH2:32][O:31]1.CC(C1C=C(C(C)C)C(C2C=CC=CC=2P(C2CCCCC2)C2CCCCC2)=C(C(C)C)C=1)C.C(O[Na])(C)(C)C. (5) Given the product [F:17][C:14]1[CH:13]=[C:12]([OH:18])[C:11]([F:10])=[CH:16][C:15]=1[C:7](=[O:8])[CH3:6], predict the reactants needed to synthesize it. The reactants are: [Cl-].[Cl-].[Cl-].[Al+3].Cl[CH2:6][C:7](Cl)=[O:8].[F:10][C:11]1[CH:16]=[CH:15][C:14]([F:17])=[CH:13][C:12]=1[OH:18]. (6) Given the product [F:1][C:2]1[C:7]([CH:8]([OH:9])[C:32]2[C:25]3[C:26](=[N:27][CH:28]=[CH:29][N:24]=3)[NH:30][CH:31]=2)=[CH:6][CH:5]=[CH:4][C:3]=1[NH:10][S:11]([C:14]1[CH:19]=[CH:18][C:17]([C:20]([F:23])([F:21])[F:22])=[CH:16][CH:15]=1)(=[O:13])=[O:12], predict the reactants needed to synthesize it. The reactants are: [F:1][C:2]1[C:7]([CH:8]=[O:9])=[CH:6][CH:5]=[CH:4][C:3]=1[NH:10][S:11]([C:14]1[CH:19]=[CH:18][C:17]([C:20]([F:23])([F:22])[F:21])=[CH:16][CH:15]=1)(=[O:13])=[O:12].[N:24]1[CH:29]=[CH:28][N:27]=[C:26]2[NH:30][CH:31]=[CH:32][C:25]=12.[OH-].[K+].O. (7) Given the product [Cl:1][C:2]1[N:10]=[C:9]2[C:5]([N:6]([CH2:18][C:19]3[CH:24]=[CH:23][C:22]([F:25])=[C:21]([C:26]([F:29])([F:28])[F:27])[CH:20]=3)[C:7]([C:11]3[CH:16]=[CH:15][CH:14]=[C:13]([CH3:17])[CH:12]=3)=[N:8]2)=[C:4]([NH:36][C@@H:34]([CH:31]2[CH2:33][CH2:32]2)[CH3:35])[N:3]=1, predict the reactants needed to synthesize it. The reactants are: [Cl:1][C:2]1[N:10]=[C:9]2[C:5]([N:6]([CH2:18][C:19]3[CH:24]=[CH:23][C:22]([F:25])=[C:21]([C:26]([F:29])([F:28])[F:27])[CH:20]=3)[C:7]([C:11]3[CH:16]=[CH:15][CH:14]=[C:13]([CH3:17])[CH:12]=3)=[N:8]2)=[C:4](Cl)[N:3]=1.[CH:31]1([C@H:34]([NH2:36])[CH3:35])[CH2:33][CH2:32]1.CCN(C(C)C)C(C)C. (8) Given the product [O:15]1[CH2:16][CH2:17][CH2:18][CH2:19][CH:14]1[N:10]1[C:11](=[O:13])[CH:12]=[C:7]([C:27]2[CH:28]=[CH:29][C:24]([C:23]([F:34])([F:33])[F:22])=[CH:25][CH:26]=2)[CH:8]=[N:9]1, predict the reactants needed to synthesize it. The reactants are: FC(F)(F)S(O[C:7]1[CH:8]=[N:9][N:10]([CH:14]2[CH2:19][CH2:18][CH2:17][CH2:16][O:15]2)[C:11](=[O:13])[CH:12]=1)(=O)=O.[F:22][C:23]([F:34])([F:33])[C:24]1[CH:29]=[CH:28][C:27](B(O)O)=[CH:26][CH:25]=1.